This data is from Peptide-MHC class I binding affinity with 185,985 pairs from IEDB/IMGT. The task is: Regression. Given a peptide amino acid sequence and an MHC pseudo amino acid sequence, predict their binding affinity value. This is MHC class I binding data. (1) The peptide sequence is VSHFYFGAY. The MHC is HLA-A23:01 with pseudo-sequence HLA-A23:01. The binding affinity (normalized) is 0.183. (2) The MHC is HLA-A31:01 with pseudo-sequence HLA-A31:01. The binding affinity (normalized) is 0.0847. The peptide sequence is NTDAFSREY.